From a dataset of Forward reaction prediction with 1.9M reactions from USPTO patents (1976-2016). Predict the product of the given reaction. (1) Given the reactants C[Mg]Br.[C:4]1(C)C=CC=CC=1.[CH2:11]([O:13][P:14]([N:19]1[CH:25]2[CH:20]1[CH2:21][CH2:22][N:23]([C:26]([O:28][CH2:29][C:30]1[CH:35]=[CH:34][CH:33]=[CH:32][CH:31]=1)=[O:27])[CH2:24]2)([O:16][CH2:17][CH3:18])=[O:15])[CH3:12].O, predict the reaction product. The product is: [CH2:11]([O:13][P:14]([NH:19][C@H:25]1[C@H:20]([CH3:4])[CH2:21][CH2:22][N:23]([C:26]([O:28][CH2:29][C:30]2[CH:35]=[CH:34][CH:33]=[CH:32][CH:31]=2)=[O:27])[CH2:24]1)([O:16][CH2:17][CH3:18])=[O:15])[CH3:12]. (2) Given the reactants [Cl:1][C:2]1[CH:12]=[C:11]([F:13])[C:10]([S:14]([NH:17][C:18]2[CH:23]=[CH:22][CH:21]=[CH:20][C:19]=2[F:24])(=[O:16])=[O:15])=[CH:9][C:3]=1[C:4]([O:6]CC)=[O:5].C(O)C.[OH-].[Na+].Cl, predict the reaction product. The product is: [Cl:1][C:2]1[CH:12]=[C:11]([F:13])[C:10]([S:14]([NH:17][C:18]2[CH:23]=[CH:22][CH:21]=[CH:20][C:19]=2[F:24])(=[O:16])=[O:15])=[CH:9][C:3]=1[C:4]([OH:6])=[O:5]. (3) Given the reactants [N:1]([CH2:4][CH:5]1[NH:10][C:9]2[C:11](Br)=[CH:12][C:13]([F:15])=[CH:14][C:8]=2[O:7][CH2:6]1)=[N+:2]=[N-:3].[F:17][C:18]([F:29])([F:28])[C:19]1[CH:24]=[CH:23][CH:22]=[CH:21][C:20]=1B(O)O, predict the reaction product. The product is: [N:1]([CH2:4][CH:5]1[NH:10][C:9]2[C:11]([C:20]3[CH:21]=[CH:22][CH:23]=[CH:24][C:19]=3[C:18]([F:29])([F:28])[F:17])=[CH:12][C:13]([F:15])=[CH:14][C:8]=2[O:7][CH2:6]1)=[N+:2]=[N-:3]. (4) Given the reactants Cl[C:2]1[N:7]=[C:6]([NH:8][C:9]2[CH:14]=[CH:13][C:12]([O:15][CH3:16])=[C:11]([Cl:17])[CH:10]=2)[N:5]=[C:4]([NH:18][CH:19]2[CH2:25][CH2:24][CH2:23][CH2:22][CH2:21][CH2:20]2)[N:3]=1.[C:26]([O-])([O-])=[O:27].[K+].[K+], predict the reaction product. The product is: [CH3:26][O:27][C:2]1[N:7]=[C:6]([NH:8][C:9]2[CH:14]=[CH:13][C:12]([O:15][CH3:16])=[C:11]([Cl:17])[CH:10]=2)[N:5]=[C:4]([NH:18][CH:19]2[CH2:25][CH2:24][CH2:23][CH2:22][CH2:21][CH2:20]2)[N:3]=1. (5) The product is: [C:38]([C:7]1[CH:16]=[CH:15][C:14]2[NH:13][C:12](=[O:17])[C:11]3[S:18][CH:19]=[CH:20][C:10]=3[C:9]=2[C:8]=1[C:21]1[CH:26]=[CH:25][C:24]([CH2:27][NH:28][C:29](=[O:30])[O:31][C:32]([CH3:35])([CH3:34])[CH3:33])=[CH:23][CH:22]=1)#[N:39]. Given the reactants FC(F)(F)S(O[C:7]1[CH:16]=[CH:15][C:14]2[NH:13][C:12](=[O:17])[C:11]3[S:18][CH:19]=[CH:20][C:10]=3[C:9]=2[C:8]=1[C:21]1[CH:26]=[CH:25][C:24]([CH2:27][NH:28][C:29]([O:31][C:32]([CH3:35])([CH3:34])[CH3:33])=[O:30])=[CH:23][CH:22]=1)(=O)=O.[CH3:38][N:39](C=O)C, predict the reaction product.